This data is from Full USPTO retrosynthesis dataset with 1.9M reactions from patents (1976-2016). The task is: Predict the reactants needed to synthesize the given product. (1) Given the product [CH:17]1([C:7]2[C:6]3[S:23][C:24]([C:26]([O:28][CH3:29])=[O:27])=[CH:25][C:5]=3[N:4]3[CH2:1][CH:2]=[CH:3][C:10]4[CH:11]=[CH:12][CH:13]=[CH:14][C:9]=4[C:8]=23)[CH2:18][CH2:19][CH2:20][CH2:21][CH2:22]1, predict the reactants needed to synthesize it. The reactants are: [CH2:1]([N:4]1[C:8]([C:9]2[CH:14]=[CH:13][CH:12]=[CH:11][C:10]=2C=C)=[C:7]([CH:17]2[CH2:22][CH2:21][CH2:20][CH2:19][CH2:18]2)[C:6]2[S:23][C:24]([C:26]([O:28][CH3:29])=[O:27])=[CH:25][C:5]1=2)[CH:2]=[CH2:3]. (2) Given the product [CH2:13]([O:20][C:21]1[CH:22]=[CH:23][C:24]([CH2:25][N:1]2[CH:5]=[N:4][C:3]([C:6]3[C:7]([NH2:12])=[N:8][CH:9]=[CH:10][CH:11]=3)=[N:2]2)=[CH:27][CH:28]=1)[C:14]1[CH:15]=[CH:16][CH:17]=[CH:18][CH:19]=1, predict the reactants needed to synthesize it. The reactants are: [NH:1]1[CH:5]=[N:4][C:3]([C:6]2[C:7]([NH2:12])=[N:8][CH:9]=[CH:10][CH:11]=2)=[N:2]1.[CH2:13]([O:20][C:21]1[CH:28]=[CH:27][C:24]([CH2:25]Cl)=[CH:23][CH:22]=1)[C:14]1[CH:19]=[CH:18][CH:17]=[CH:16][CH:15]=1.C(=O)([O-])[O-].[K+].[K+].CN(C=O)C. (3) Given the product [Br:12][C:13]1[CH:22]=[C:17]2[C:16]([CH:23]([C:4]3[CH:5]=[CH:6][CH:7]=[CH:8][C:3]=3[O:2][CH3:1])[O:24][C:18]2=[O:20])=[CH:15][CH:14]=1, predict the reactants needed to synthesize it. The reactants are: [CH3:1][O:2][C:3]1[CH:8]=[CH:7][CH:6]=[CH:5][C:4]=1B(O)O.[Br:12][C:13]1[CH:14]=[CH:15][C:16]([CH:23]=[O:24])=[C:17]([CH:22]=1)[C:18]([O:20]C)=O.P([O-])([O-])([O-])=O.[K+].[K+].[K+]. (4) Given the product [CH3:1][O:2][C:3]1[CH:4]=[C:5]([NH:11][C:12]2[N:17]=[C:16]([N:18]3[C:22]([CH3:23])=[CH:21][C:20]([C:24]([F:26])([F:25])[F:27])=[N:19]3)[C:15]([C:28]3[CH:29]=[C:30]([C:34]([NH:47][O:45][CH3:46])=[O:35])[CH:31]=[N:32][CH:33]=3)=[CH:14][N:13]=2)[CH:6]=[C:7]([O:9][CH3:10])[CH:8]=1, predict the reactants needed to synthesize it. The reactants are: [CH3:1][O:2][C:3]1[CH:4]=[C:5]([NH:11][C:12]2[N:17]=[C:16]([N:18]3[C:22]([CH3:23])=[CH:21][C:20]([C:24]([F:27])([F:26])[F:25])=[N:19]3)[C:15]([C:28]3[CH:29]=[C:30]([C:34](O)=[O:35])[CH:31]=[N:32][CH:33]=3)=[CH:14][N:13]=2)[CH:6]=[C:7]([O:9][CH3:10])[CH:8]=1.C(N(CC)CC)C.Cl.[O:45]([NH2:47])[CH3:46].CN(C(ON1N=NC2C=CC=CC1=2)=[N+](C)C)C.[B-](F)(F)(F)F. (5) The reactants are: C[O:2][C:3](=[O:23])[CH:4]=[CH:5][C:6]1[CH:11]=[CH:10][CH:9]=[C:8]([S:12](=[O:22])(=[O:21])[N:13]([CH3:20])[C:14]2[CH:19]=[CH:18][CH:17]=[CH:16][CH:15]=2)[CH:7]=1.[OH-].[Na+]. Given the product [CH3:20][N:13]([C:14]1[CH:19]=[CH:18][CH:17]=[CH:16][CH:15]=1)[S:12]([C:8]1[CH:7]=[C:6]([CH:5]=[CH:4][C:3]([OH:23])=[O:2])[CH:11]=[CH:10][CH:9]=1)(=[O:21])=[O:22], predict the reactants needed to synthesize it.